This data is from Full USPTO retrosynthesis dataset with 1.9M reactions from patents (1976-2016). The task is: Predict the reactants needed to synthesize the given product. (1) Given the product [CH3:16][C:4]1[C:5]([C:8]2[S:12][C:11]([C:13]([N:19]3[CH2:24][CH2:23][C@@H:22]([OH:25])[C@@H:21]([OH:26])[CH2:20]3)=[O:15])=[CH:10][CH:9]=2)=[N:6][O:7][C:3]=1[C:2]([F:1])([F:18])[F:17], predict the reactants needed to synthesize it. The reactants are: [F:1][C:2]([F:18])([F:17])[C:3]1[O:7][N:6]=[C:5]([C:8]2[S:12][C:11]([C:13]([OH:15])=O)=[CH:10][CH:9]=2)[C:4]=1[CH3:16].[NH:19]1[CH2:24][CH2:23][C@@H:22]([OH:25])[C@@H:21]([OH:26])[CH2:20]1. (2) The reactants are: CO.C[O-].[Na+].C[O:7][C:8]([C:10]1[N:15]=C(C2C=CC=C(OC)C=2)C2N=C(C3C=CC=CC=3)OC=2C=1OC(=O)C(C)(C)C)=[O:9].CO[C:42]([C:44]1[N:49]=[C:48]([C:50]2[CH:55]=[CH:54][CH:53]=[C:52]([O:56][CH3:57])[CH:51]=2)[C:47]2[N:58]=[C:59]([C:61]3[CH:66]=[CH:65][CH:64]=[CH:63][CH:62]=3)[O:60][C:46]=2[C:45]=1[OH:67])=[O:43].NCC(O)=O. Given the product [OH:67][C:45]1[C:46]2[O:60][C:59]([C:61]3[CH:66]=[CH:65][CH:64]=[CH:63][CH:62]=3)=[N:58][C:47]=2[C:48]([C:50]2[CH:55]=[CH:54][CH:53]=[C:52]([O:56][CH3:57])[CH:51]=2)=[N:49][C:44]=1[C:42]([NH:15][CH2:10][C:8]([OH:9])=[O:7])=[O:43], predict the reactants needed to synthesize it. (3) Given the product [NH2:21][C:16]1[CH:17]=[N:18][CH:19]=[CH:20][C:15]=1[C@@H:13]1[O:12][C@H:11]([CH:24]([CH3:26])[CH3:25])[C@@H:10]([OH:27])[C@H:9]([NH:8][C:36](=[O:37])[O:38][C:39]([CH3:40])([CH3:41])[CH3:42])[CH2:14]1.[NH2:21][C:16]1[CH:17]=[N:18][CH:19]=[CH:20][C:15]=1[C@H:13]1[O:12][C@@H:11]([CH:24]([CH3:26])[CH3:25])[C@H:10]([OH:27])[C@@H:9]([NH:8][C:36](=[O:37])[O:38][C:39]([CH3:40])([CH3:41])[CH3:42])[CH2:14]1, predict the reactants needed to synthesize it. The reactants are: C([NH:8][C@@H:9]1[CH2:14][C@H:13]([C:15]2[CH:20]=[CH:19][N:18]=[CH:17][C:16]=2[N+:21]([O-])=O)[O:12][C@H:11]([CH:24]([CH3:26])[CH3:25])[C@H:10]1[OH:27])C1C=CC=CC=1.[CH3:40][C:39]([O:38][C:36](O[C:36]([O:38][C:39]([CH3:42])([CH3:41])[CH3:40])=[O:37])=[O:37])([CH3:42])[CH3:41]. (4) The reactants are: [N+:1]([C:4]1[CH:12]=[CH:11][CH:10]=[CH:9][C:5]=1[C:6](Cl)=[O:7])([O-:3])=[O:2].[NH2:13][C:14]1[CH:19]=[CH:18][CH:17]=[C:16]([N:20]2[C:24](=[O:25])[C:23]3=[CH:26][CH:27]=[CH:28][CH:29]=[C:22]3[C:21]2=[O:30])[N:15]=1. Given the product [C:21]1(=[O:30])[N:20]([C:16]2[N:15]=[C:14]([NH:13][C:6](=[O:7])[C:5]3[CH:9]=[CH:10][CH:11]=[CH:12][C:4]=3[N+:1]([O-:3])=[O:2])[CH:19]=[CH:18][CH:17]=2)[C:24](=[O:25])[C:23]2=[CH:26][CH:27]=[CH:28][CH:29]=[C:22]12, predict the reactants needed to synthesize it. (5) Given the product [Cl:1][C:2]1[CH:3]=[C:4]([C:9]2([C:27]([F:30])([F:29])[F:28])[O:13][N:12]=[C:11]([C:14]3[CH:22]=[CH:21][C:17]([C:18]([N:67]4[CH2:68][C:69](=[O:70])[NH:64][C:65](=[O:71])[CH2:66]4)=[O:20])=[C:16]([C:23]([F:26])([F:24])[F:25])[CH:15]=3)[CH2:10]2)[CH:5]=[C:6]([Cl:8])[CH:7]=1, predict the reactants needed to synthesize it. The reactants are: [Cl:1][C:2]1[CH:3]=[C:4]([C:9]2([C:27]([F:30])([F:29])[F:28])[O:13][N:12]=[C:11]([C:14]3[CH:22]=[CH:21][C:17]([C:18]([OH:20])=O)=[C:16]([C:23]([F:26])([F:25])[F:24])[CH:15]=3)[CH2:10]2)[CH:5]=[C:6]([Cl:8])[CH:7]=1.CN(C(ON1N=NC2C=CC=NC1=2)=[N+](C)C)C.F[P-](F)(F)(F)(F)F.CCN(C(C)C)C(C)C.[NH:64]1[C:69](=[O:70])[CH2:68][NH:67][CH2:66][C:65]1=[O:71]. (6) Given the product [CH3:1][O:2][C:3]1[CH:4]=[C:5]([NH:11][C:12]2[C:13]3[N:38]=[CH:37][S:36][C:14]=3[N:15]=[C:16]([N:18]3[CH2:22][CH2:21][CH:20]([NH:23][C:24]([C:26]4[CH:27]=[CH:28][C:29]([C:32]([OH:34])=[O:33])=[N:30][CH:31]=4)=[O:25])[CH2:19]3)[N:17]=2)[CH:6]=[CH:7][C:8]=1[O:9][CH3:10], predict the reactants needed to synthesize it. The reactants are: [CH3:1][O:2][C:3]1[CH:4]=[C:5]([NH:11][C:12]2[C:13]3[N:38]=[CH:37][S:36][C:14]=3[N:15]=[C:16]([N:18]3[CH2:22][CH2:21][CH:20]([NH:23][C:24]([C:26]4[CH:27]=[CH:28][C:29]([C:32]([O:34]C)=[O:33])=[N:30][CH:31]=4)=[O:25])[CH2:19]3)[N:17]=2)[CH:6]=[CH:7][C:8]=1[O:9][CH3:10].[OH-].[Na+]. (7) The reactants are: [Cl:1][C:2]1[N:7]=[C:6](Cl)[CH:5]=[CH:4][N:3]=1.[C:9]([O:13][C:14]([N:16]1[CH2:21][CH2:20][CH:19]([NH2:22])[CH2:18][CH2:17]1)=[O:15])([CH3:12])([CH3:11])[CH3:10]. Given the product [C:9]([O:13][C:14]([N:16]1[CH2:21][CH2:20][CH:19]([NH:22][C:6]2[CH:5]=[CH:4][N:3]=[C:2]([Cl:1])[N:7]=2)[CH2:18][CH2:17]1)=[O:15])([CH3:12])([CH3:10])[CH3:11], predict the reactants needed to synthesize it.